Task: Regression. Given two drug SMILES strings and cell line genomic features, predict the synergy score measuring deviation from expected non-interaction effect.. Dataset: NCI-60 drug combinations with 297,098 pairs across 59 cell lines (1) Drug 1: CC1CCC2CC(C(=CC=CC=CC(CC(C(=O)C(C(C(=CC(C(=O)CC(OC(=O)C3CCCCN3C(=O)C(=O)C1(O2)O)C(C)CC4CCC(C(C4)OC)O)C)C)O)OC)C)C)C)OC. Cell line: RXF 393. Synergy scores: CSS=38.4, Synergy_ZIP=-9.89, Synergy_Bliss=-1.21, Synergy_Loewe=0.115, Synergy_HSA=1.86. Drug 2: CC=C1C(=O)NC(C(=O)OC2CC(=O)NC(C(=O)NC(CSSCCC=C2)C(=O)N1)C(C)C)C(C)C. (2) Drug 1: CC1OCC2C(O1)C(C(C(O2)OC3C4COC(=O)C4C(C5=CC6=C(C=C35)OCO6)C7=CC(=C(C(=C7)OC)O)OC)O)O. Drug 2: C1=CC=C(C=C1)NC(=O)CCCCCCC(=O)NO. Cell line: RPMI-8226. Synergy scores: CSS=66.9, Synergy_ZIP=1.59, Synergy_Bliss=-0.0763, Synergy_Loewe=2.80, Synergy_HSA=5.28. (3) Drug 1: CC1OCC2C(O1)C(C(C(O2)OC3C4COC(=O)C4C(C5=CC6=C(C=C35)OCO6)C7=CC(=C(C(=C7)OC)O)OC)O)O. Drug 2: CCC1(C2=C(COC1=O)C(=O)N3CC4=CC5=C(C=CC(=C5CN(C)C)O)N=C4C3=C2)O.Cl. Cell line: HOP-92. Synergy scores: CSS=40.5, Synergy_ZIP=-10.3, Synergy_Bliss=-6.03, Synergy_Loewe=-2.75, Synergy_HSA=-1.09. (4) Drug 1: CC1OCC2C(O1)C(C(C(O2)OC3C4COC(=O)C4C(C5=CC6=C(C=C35)OCO6)C7=CC(=C(C(=C7)OC)O)OC)O)O. Drug 2: CC(C)(C#N)C1=CC(=CC(=C1)CN2C=NC=N2)C(C)(C)C#N. Cell line: SK-MEL-28. Synergy scores: CSS=11.5, Synergy_ZIP=-3.11, Synergy_Bliss=3.32, Synergy_Loewe=2.41, Synergy_HSA=3.00. (5) Drug 1: C1=C(C(=O)NC(=O)N1)F. Drug 2: C1=NC2=C(N=C(N=C2N1C3C(C(C(O3)CO)O)O)F)N. Cell line: MCF7. Synergy scores: CSS=31.5, Synergy_ZIP=6.66, Synergy_Bliss=5.50, Synergy_Loewe=1.18, Synergy_HSA=4.29.